From a dataset of Catalyst prediction with 721,799 reactions and 888 catalyst types from USPTO. Predict which catalyst facilitates the given reaction. (1) Reactant: [CH2:1]([NH:3][C:4]([C:6]1[C:11]([F:12])=[CH:10][C:9]([N:13]2[CH2:18][CH2:17][N:16](C(OC(C)(C)C)=O)[CH2:15][CH2:14]2)=[C:8]([F:26])[CH:7]=1)=[O:5])[CH3:2].[ClH:27]. Product: [ClH:27].[CH2:1]([NH:3][C:4](=[O:5])[C:6]1[CH:7]=[C:8]([F:26])[C:9]([N:13]2[CH2:18][CH2:17][NH:16][CH2:15][CH2:14]2)=[CH:10][C:11]=1[F:12])[CH3:2]. The catalyst class is: 472. (2) Reactant: [Cl:1][C:2]1[CH:3]=[C:4]([C:9](=[O:14])[C:10]([F:13])([F:12])[F:11])[CH:5]=[C:6]([Cl:8])[CH:7]=1.[Br:15][C:16]1[CH:17]=[C:18]([C:23](=[O:25])[CH3:24])[CH:19]=[CH:20][C:21]=1[CH3:22].C(N(CC)CC)C. Product: [Br:15][C:16]1[CH:17]=[C:18]([C:23](=[O:25])[CH2:24][C:9]([C:4]2[CH:3]=[C:2]([Cl:1])[CH:7]=[C:6]([Cl:8])[CH:5]=2)([OH:14])[C:10]([F:11])([F:12])[F:13])[CH:19]=[CH:20][C:21]=1[CH3:22]. The catalyst class is: 194. (3) Reactant: [CH3:1][C:2]1[CH:7]=[CH:6][C:5]([C:8]([CH3:10])=[CH2:9])=[C:4]([N+:11]([O-])=O)[CH:3]=1. Product: [CH:8]([C:5]1[CH:6]=[CH:7][C:2]([CH3:1])=[CH:3][C:4]=1[NH2:11])([CH3:10])[CH3:9]. The catalyst class is: 153. (4) Reactant: [CH2:1]([N:8]1[C:12]2[CH2:13][C:14](=[O:16])[CH2:15][C:11]=2[C:10]([C:17]([OH:19])=[O:18])=[N:9]1)[C:2]1[CH:7]=[CH:6][CH:5]=[CH:4][CH:3]=1.O[N:21]1[C:25](=[O:26])[CH2:24][CH2:23][C:22]1=[O:27].C(Cl)CCl. Product: [O:27]=[C:22]1[CH2:23][CH2:24][C:25](=[O:26])[N:21]1[O:18][C:17]([C:10]1[C:11]2[CH2:15][C:14](=[O:16])[CH2:13][C:12]=2[N:8]([CH2:1][C:2]2[CH:3]=[CH:4][CH:5]=[CH:6][CH:7]=2)[N:9]=1)=[O:19]. The catalyst class is: 2. (5) Reactant: [F:1][C:2]1([F:17])[CH2:7][CH2:6][CH:5]([CH2:8][NH:9]C(=O)OC(C)(C)C)[CH2:4][CH2:3]1.C([SiH](CC)CC)C.[F:25][C:26]([F:31])([F:30])[C:27]([OH:29])=[O:28]. Product: [F:1][C:2]1([F:17])[CH2:7][CH2:6][CH:5]([CH2:8][NH2:9])[CH2:4][CH2:3]1.[F:25][C:26]([F:31])([F:30])[C:27]([OH:29])=[O:28]. The catalyst class is: 4. (6) Reactant: [C:1]([C:3]1[C:4]2[N:44](COCC[Si](C)(C)C)[CH:43]=[N:42][C:5]=2[C:6]([CH2:33][C:34]2[C:39]([Cl:40])=[CH:38][CH:37]=[CH:36][C:35]=2[Cl:41])=[N:7][C:8]=1[NH:9][C:10]1[CH:15]=[CH:14][C:13]([N:16]2[CH2:21][CH2:20][N:19](C(OC(C)(C)C)=O)[CH2:18][CH2:17]2)=[CH:12][C:11]=1[C:29]([F:32])([F:31])[F:30])#[N:2].O.C(=O)(O)[O-:55].[Na+]. Product: [Cl:41][C:35]1[CH:36]=[CH:37][CH:38]=[C:39]([Cl:40])[C:34]=1[CH2:33][C:6]1[C:5]2[N:42]=[CH:43][NH:44][C:4]=2[C:3]([C:1]([NH2:2])=[O:55])=[C:8]([NH:9][C:10]2[CH:15]=[CH:14][C:13]([N:16]3[CH2:17][CH2:18][NH:19][CH2:20][CH2:21]3)=[CH:12][C:11]=2[C:29]([F:31])([F:32])[F:30])[N:7]=1. The catalyst class is: 65.